Predict the product of the given reaction. From a dataset of Forward reaction prediction with 1.9M reactions from USPTO patents (1976-2016). (1) Given the reactants Br[C:2]1[CH:3]=[C:4]2[C:12](=[CH:13][CH:14]=1)[N:11]([C:15]1[CH:20]=[CH:19][CH:18]=[CH:17][CH:16]=1)[C:10]1[CH:9]=[C:8]3[C:21]([CH3:29])([CH3:28])[C:22]4[C:27]([C:7]3=[CH:6][C:5]2=1)=[CH:26][CH:25]=[CH:24][CH:23]=4.[Li]CCCC.[B:35](OC)([O:38]C)[O:36]C, predict the reaction product. The product is: [B:35]([C:2]1[CH:3]=[C:4]2[C:12](=[CH:13][CH:14]=1)[N:11]([C:15]1[CH:20]=[CH:19][CH:18]=[CH:17][CH:16]=1)[C:10]1[CH:9]=[C:8]3[C:21]([CH3:29])([CH3:28])[C:22]4[C:27]([C:7]3=[CH:6][C:5]2=1)=[CH:26][CH:25]=[CH:24][CH:23]=4)([OH:38])[OH:36]. (2) Given the reactants [CH2:1]([C:3]1[C:4]([NH:11][C@@H:12]2[C:20]3[C:15](=[CH:16][CH:17]=[CH:18][CH:19]=3)[CH2:14][C@@H:13]2[OH:21])=[N:5][C:6]([CH2:9][CH3:10])=[CH:7][N:8]=1)[CH3:2].[I:22]I, predict the reaction product. The product is: [CH2:1]([C:3]1[C:4]([NH:11][C@@H:12]2[C:20]3[C:15](=[CH:16][CH:17]=[CH:18][CH:19]=3)[CH2:14][C@@H:13]2[OH:21])=[N:5][C:6]([CH2:9][CH3:10])=[C:7]([I:22])[N:8]=1)[CH3:2]. (3) Given the reactants [CH2:1]1CCCC[CH2:2]1.[C:7]([O:10][CH2:11][CH3:12])(=[O:9])[CH3:8].[CH:13](Cl)(Cl)Cl, predict the reaction product. The product is: [CH3:12][CH2:11][O:10][CH:7]([O:9][CH2:1][CH3:2])[CH:8]=[CH2:13]. (4) Given the reactants [C:1]([N:5]1[C:9]([CH2:10][CH2:11][CH3:12])=[CH:8][C:7]([CH2:13][CH2:14][CH:15]=O)=[N:6]1)([CH3:4])([CH3:3])[CH3:2].[F:17][C:18]1[CH:23]=[CH:22][C:21]([CH:24]([C:31]2[CH:36]=[CH:35][C:34]([F:37])=[CH:33][CH:32]=2)[N:25]2[CH2:30][CH2:29][NH:28][CH2:27][CH2:26]2)=[CH:20][CH:19]=1.CCN(C(C)C)C(C)C.[BH-](OC(C)=O)(OC(C)=O)OC(C)=O.[Na+], predict the reaction product. The product is: [C:1]([N:5]1[C:9]([CH2:10][CH2:11][CH3:12])=[CH:8][C:7]([CH2:13][CH2:14][CH2:15][N:28]2[CH2:27][CH2:26][N:25]([CH:24]([C:31]3[CH:36]=[CH:35][C:34]([F:37])=[CH:33][CH:32]=3)[C:21]3[CH:20]=[CH:19][C:18]([F:17])=[CH:23][CH:22]=3)[CH2:30][CH2:29]2)=[N:6]1)([CH3:4])([CH3:3])[CH3:2]. (5) Given the reactants [C:1]([C:3]1[CH:8]=[CH:7][C:6]([CH:9]2[C:14]([C:15]([OH:17])=O)=[C:13]([CH3:18])[N:12]([C:19]3[CH:24]=[CH:23][CH:22]=[C:21]([C:25]([F:28])([F:27])[F:26])[CH:20]=3)[C:11](=[O:29])[NH:10]2)=[C:5]([S:30]([CH:33]([CH3:35])[CH3:34])(=[O:32])=[O:31])[CH:4]=1)#[N:2].C[N:37](C(ON1N=NC2C=CC=NC1=2)=[N+](C)C)C.F[P-](F)(F)(F)(F)F.N.O1CCOCC1.CCN(C(C)C)C(C)C, predict the reaction product. The product is: [C:1]([C:3]1[CH:8]=[CH:7][C:6]([CH:9]2[C:14]([C:15]([NH2:37])=[O:17])=[C:13]([CH3:18])[N:12]([C:19]3[CH:24]=[CH:23][CH:22]=[C:21]([C:25]([F:26])([F:28])[F:27])[CH:20]=3)[C:11](=[O:29])[NH:10]2)=[C:5]([S:30]([CH:33]([CH3:34])[CH3:35])(=[O:32])=[O:31])[CH:4]=1)#[N:2]. (6) Given the reactants [C:1](O)(=O)[CH2:2][C:3]([OH:5])=[O:4].N1CCOCC1.N1[CH:19]=[CH:18][CH:17]=[CH:16][CH:15]=1.CC(CC=C)C=O.Cl, predict the reaction product. The product is: [CH3:19][CH:18]([CH2:17][CH:16]=[CH2:15])/[CH:1]=[CH:2]/[C:3]([OH:5])=[O:4]. (7) Given the reactants [CH3:1][O:2][C:3]([C:5]1[CH:6]=[CH:7][C:8]2[O:12][C:11]([NH:13][CH:14]3[CH2:19][CH2:18][N:17](CC4C=C(OCC)C(F)=C(OCC)C=4)[CH2:16][CH2:15]3)=[N:10][C:9]=2[CH:34]=1)=[O:4].[CH:35]([O:38][C:39]1[CH:40]=[C:41]([CH:44]=[C:45]([O:47][CH:48]([CH3:50])[CH3:49])[CH:46]=1)[CH:42]=O)([CH3:37])[CH3:36].OC1C=C(C=C(O)C=1)C=O.IC(C)C.C([O-])([O-])=O.[K+].[K+].C([BH3-])#N.[Na+].C(N(C(C)C)C(C)C)C, predict the reaction product. The product is: [CH3:1][O:2][C:3]([C:5]1[CH:6]=[CH:7][C:8]2[O:12][C:11]([NH:13][CH:14]3[CH2:15][CH2:16][N:17]([CH2:42][C:41]4[CH:40]=[C:39]([O:38][CH:35]([CH3:37])[CH3:36])[CH:46]=[C:45]([O:47][CH:48]([CH3:50])[CH3:49])[CH:44]=4)[CH2:18][CH2:19]3)=[N:10][C:9]=2[CH:34]=1)=[O:4].